From a dataset of Reaction yield outcomes from USPTO patents with 853,638 reactions. Predict the reaction yield, written as a fraction of the theoretical maximum amount of product (1.0 means a 100% yield; for example, 0.34 means a 34% yield). The reactants are FC(F)(F)C1C=C(C=CC=1)O[C:7]([O:11][C:12]1[CH:17]=[CH:16][CH:15]=[C:14]([C:18]([F:21])([F:20])[F:19])[CH:13]=1)=[CH:8][CH:9]=O.[F:27][C:28]([F:39])([F:38])[C:29]1[CH:37]=[CH:36][C:32]([C:33]([NH2:35])=[NH:34])=[CH:31][CH:30]=1.C(=O)([O-])[O-].[K+].[K+]. The catalyst is C(#N)C. The product is [F:21][C:18]([F:19])([F:20])[C:14]1[CH:13]=[C:12]([CH:17]=[CH:16][CH:15]=1)[O:11][C:7]1[CH:8]=[CH:9][N:35]=[C:33]([C:32]2[CH:31]=[CH:30][C:29]([C:28]([F:27])([F:38])[F:39])=[CH:37][CH:36]=2)[N:34]=1. The yield is 0.800.